Predict the reactants needed to synthesize the given product. From a dataset of Full USPTO retrosynthesis dataset with 1.9M reactions from patents (1976-2016). Given the product [CH3:19][C@@H:18]1[C:13]2([CH2:14][NH:11][CH2:12]2)[O:15][C:16](=[O:20])[NH:17]1, predict the reactants needed to synthesize it. The reactants are: C1(COC([N:11]2[CH2:14][C:13]3([C@@H:18]([CH3:19])[NH:17][C:16](=[O:20])[O:15]3)[CH2:12]2)=O)C=CC=CC=1.[H][H].